From a dataset of Reaction yield outcomes from USPTO patents with 853,638 reactions. Predict the reaction yield, written as a fraction of the theoretical maximum amount of product (1.0 means a 100% yield; for example, 0.34 means a 34% yield). The reactants are [Br:1][C:2]1[C:10]2[C:9]([C:11](O)=[O:12])=[CH:8][C:7]([C:14]3[CH:19]=[CH:18][C:17]([CH2:20][N:21]4[CH2:26][CH2:25][O:24][CH2:23][CH2:22]4)=[CH:16][CH:15]=3)=[N:6][C:5]=2[N:4]([CH:27]([CH3:29])[CH3:28])[N:3]=1.[NH2:30][CH2:31][C:32]1[C:33](=[O:40])[NH:34][C:35]([CH3:39])=[CH:36][C:37]=1[CH3:38].C1CN([P+](ON2N=NC3C=CC=CC2=3)(N2CCCC2)N2CCCC2)CC1.F[P-](F)(F)(F)(F)F. The catalyst is CS(C)=O. The product is [Br:1][C:2]1[C:10]2[C:9]([C:11]([NH:30][CH2:31][C:32]3[C:33](=[O:40])[NH:34][C:35]([CH3:39])=[CH:36][C:37]=3[CH3:38])=[O:12])=[CH:8][C:7]([C:14]3[CH:15]=[CH:16][C:17]([CH2:20][N:21]4[CH2:22][CH2:23][O:24][CH2:25][CH2:26]4)=[CH:18][CH:19]=3)=[N:6][C:5]=2[N:4]([CH:27]([CH3:29])[CH3:28])[N:3]=1. The yield is 0.390.